From a dataset of Full USPTO retrosynthesis dataset with 1.9M reactions from patents (1976-2016). Predict the reactants needed to synthesize the given product. (1) The reactants are: Cl[C:2]1[CH:7]=[C:6](Cl)[CH:5]=[CH:4][C:3]=1[N+:9]([O-:11])=[O:10].[CH3:12][NH2:13].[NH2:14][C:15]1[C:20]([CH3:21])=[CH:19][C:18]([OH:22])=[CH:17][C:16]=1[CH3:23].CC(C)([O-])C.[K+]. Given the product [NH2:14][C:15]1[C:20]([CH3:21])=[CH:19][C:18]([O:22][C:6]2[CH:5]=[CH:4][C:3]([N+:9]([O-:11])=[O:10])=[C:2]([NH:13][CH3:12])[CH:7]=2)=[CH:17][C:16]=1[CH3:23], predict the reactants needed to synthesize it. (2) Given the product [O:1]1[CH2:6][CH2:5][O:4][C:3]2[CH:7]=[C:8]([C:11]([NH:13][C@@H:14]3[CH2:19][CH2:18][N:17]([C:20]([O:22][C:23]([CH3:26])([CH3:25])[CH3:24])=[O:21])[C@@H:16]([C:27]4[N:31]([CH2:32][CH2:33][O:34][CH:54]5[CH2:55][CH2:43][CH2:51][CH2:50][O:53]5)[C:30]5[CH:39]=[CH:40][CH:41]=[CH:42][C:29]=5[N:28]=4)[CH2:15]3)=[O:12])[CH:9]=[CH:10][C:2]1=2, predict the reactants needed to synthesize it. The reactants are: [O:1]1[CH2:6][CH2:5][O:4][C:3]2[CH:7]=[C:8]([C:11]([NH:13][C@@H:14]3[CH2:19][CH2:18][N:17]([C:20]([O:22][C:23]([CH3:26])([CH3:25])[CH3:24])=[O:21])[C@@H:16]([C:27]4[N:31]([CH2:32][CH2:33][O:34]S(C)(=O)=O)[C:30]5[CH:39]=[CH:40][CH:41]=[CH:42][C:29]=5[N:28]=4)[CH2:15]3)=[O:12])[CH:9]=[CH:10][C:2]1=2.[C:43]([O-])([O-])=O.[K+].[K+].O.[C:50]([O:53][CH2:54][CH3:55])(=O)[CH3:51]. (3) Given the product [NH2:1][C:2]1[N:7]=[C:6]([NH:8][C:9]2[CH:14]=[CH:13][C:12]([CH2:15][O:16][C:36](=[O:37])[CH2:35][NH:34][C:32]([O:31][C:27]([CH3:29])([CH3:28])[CH3:30])=[O:33])=[CH:11][CH:10]=2)[CH:5]=[C:4]([C:17]2[CH:22]=[C:21]([Cl:23])[CH:20]=[CH:19][C:18]=2[O:24][CH2:25][CH3:26])[N:3]=1, predict the reactants needed to synthesize it. The reactants are: [NH2:1][C:2]1[N:7]=[C:6]([NH:8][C:9]2[CH:14]=[CH:13][C:12]([CH2:15][OH:16])=[CH:11][CH:10]=2)[CH:5]=[C:4]([C:17]2[CH:22]=[C:21]([Cl:23])[CH:20]=[CH:19][C:18]=2[O:24][CH2:25][CH3:26])[N:3]=1.[C:27]([O:31][C:32]([NH:34][CH2:35][C:36](O)=[O:37])=[O:33])([CH3:30])([CH3:29])[CH3:28]. (4) Given the product [C:22]([O:21][C:19]([NH:1][C:2]12[CH2:8][CH:5]([CH2:6][CH2:7]1)[CH:4]([OH:9])[CH2:3]2)=[O:20])([CH3:25])([CH3:24])[CH3:23], predict the reactants needed to synthesize it. The reactants are: [NH2:1][C:2]12[CH2:8][CH:5]([CH2:6][CH2:7]1)[CH:4]([OH:9])[CH2:3]2.C(N(C(C)C)C(C)C)C.[C:19](O[C:19]([O:21][C:22]([CH3:25])([CH3:24])[CH3:23])=[O:20])([O:21][C:22]([CH3:25])([CH3:24])[CH3:23])=[O:20].